Dataset: Peptide-MHC class II binding affinity with 134,281 pairs from IEDB. Task: Regression. Given a peptide amino acid sequence and an MHC pseudo amino acid sequence, predict their binding affinity value. This is MHC class II binding data. (1) The peptide sequence is VPRDLEVVAATPTSL. The MHC is HLA-DQA10401-DQB10402 with pseudo-sequence HLA-DQA10401-DQB10402. The binding affinity (normalized) is 0.415. (2) The peptide sequence is ATATATSAVGAPTGA. The MHC is DRB1_1201 with pseudo-sequence DRB1_1201. The binding affinity (normalized) is 0.